Regression. Given a target protein amino acid sequence and a drug SMILES string, predict the binding affinity score between them. We predict pKi (pKi = -log10(Ki in M); higher means stronger inhibition). Dataset: bindingdb_ki. From a dataset of Drug-target binding data from BindingDB using Ki measurements. The drug is CC(/C=C/c1ccncc1-c1cc(C(C)C)cc(C(C)C)c1OCC(F)(F)F)=C\C(=O)O. The target protein (Q05343) has sequence MDTKHFLPLDFSTQVNSSSLSSPTGRGSMAAPSLHPSLGPGLGSPLGSPGQLHSPISTLSSPINGMGPPFSVISSPMGPHSMSVPTTPTLGFETGSPQLNSPMNPVSSSEDIKPPLGLNGVLKVPAHPSGNMSSFTKHICAICGDRSSGKHYGVYSCEGCKGFFKRTVRKDLTYTCRDNKDCLIDKRQRNRCQYCRYQKCLAMGMKREAVQEERQRGKDRNENEVESTSSANEDMPVEKILEAELAVEPKTETYVEANMGLNPSSPNDPVTNICQAADKQLFTLVEWAKRIPHFSELPLDDQVILLRAGWNELLIASFSHRSIAVKDGILLATGLHVHRNSAHSAGVGAIFDRVLTELVSKMRDMQMDKTELGCLRAIVLFNPDSKGLSNPAEVEALREKVYASLEAYCKHKYPEQPGRFAKLLLRLPALRSIGLKCLEHLFFFKLIGDTPIDTFLMEMLEAPHQTT. The pKi is 7.3.